Dataset: Peptide-MHC class II binding affinity with 134,281 pairs from IEDB. Task: Regression. Given a peptide amino acid sequence and an MHC pseudo amino acid sequence, predict their binding affinity value. This is MHC class II binding data. (1) The MHC is HLA-DQA10501-DQB10201 with pseudo-sequence HLA-DQA10501-DQB10201. The peptide sequence is WDEQEGPEYW. The binding affinity (normalized) is 0.167. (2) The peptide sequence is AFLVAATAANAAPAN. The MHC is HLA-DPA10201-DPB11401 with pseudo-sequence HLA-DPA10201-DPB11401. The binding affinity (normalized) is 0.424.